Predict the product of the given reaction. From a dataset of Forward reaction prediction with 1.9M reactions from USPTO patents (1976-2016). (1) Given the reactants Cl.Cl.[CH:3]1([CH2:9][O:10][C:11]2[C:12]3[N:13]([C:17]([C:21]([NH:23][C@H:24]4[CH2:28][CH2:27][NH:26][CH2:25]4)=[O:22])=[C:18]([CH3:20])[N:19]=3)[CH:14]=[CH:15][CH:16]=2)[CH2:8][CH2:7][CH2:6][CH2:5][CH2:4]1.C=O.[C:31](O[BH-](OC(=O)C)OC(=O)C)(=O)C.[Na+].C(=O)([O-])O.[Na+], predict the reaction product. The product is: [CH:3]1([CH2:9][O:10][C:11]2[C:12]3[N:13]([C:17]([C:21]([NH:23][C@H:24]4[CH2:28][CH2:27][N:26]([CH3:31])[CH2:25]4)=[O:22])=[C:18]([CH3:20])[N:19]=3)[CH:14]=[CH:15][CH:16]=2)[CH2:8][CH2:7][CH2:6][CH2:5][CH2:4]1. (2) Given the reactants [CH2:1]([O:5][C:6]1[N:11]=[CH:10][C:9]([C:12]2[CH:13]=[N:14][C:15]([NH:27][C:28]([NH:30][CH2:31][CH3:32])=[O:29])=[CH:16][C:17]=2[C:18]2[S:19][CH:20]=[C:21]([C:23]([F:26])([F:25])[F:24])[N:22]=2)=[CH:8][C:7]=1[C:33]([O-:35])=[O:34])[CH2:2][CH2:3][CH3:4], predict the reaction product. The product is: [CH2:1]([O:5][C:6]1[N:11]=[CH:10][C:9]([C:12]2[CH:13]=[N:14][C:15]([NH:27][C:28]([NH:30][CH2:31][CH3:32])=[O:29])=[CH:16][C:17]=2[C:18]2[S:19][CH:20]=[C:21]([C:23]([F:25])([F:26])[F:24])[N:22]=2)=[CH:8][C:7]=1[C:33]([OH:35])=[O:34])[CH2:2][CH2:3][CH3:4]. (3) Given the reactants [C:1]([O:5][C:6](=[O:15])[NH:7][C:8]1[S:9][CH:10]=[C:11]([CH2:13][OH:14])[N:12]=1)([CH3:4])([CH3:3])[CH3:2], predict the reaction product. The product is: [C:1]([O:5][C:6](=[O:15])[NH:7][C:8]1[S:9][CH:10]=[C:11]([CH:13]=[O:14])[N:12]=1)([CH3:4])([CH3:2])[CH3:3]. (4) Given the reactants FC(F)(F)C(O)=O.[NH:8]1[CH2:13][CH2:12][CH:11]([NH:14][C:15]2[O:16][C:17]3[C:23]([O:24][CH2:25][CH:26]([OH:29])[CH2:27][OH:28])=[CH:22][CH:21]=[CH:20][C:18]=3[N:19]=2)[CH2:10][CH2:9]1.[CH2:30]([O:32][C:33]1[CH:34]=[C:35]([CH:38]=[C:39]([O:46][CH2:47][CH3:48])[C:40]=1[N:41]1[CH:45]=[CH:44][CH:43]=[CH:42]1)[CH:36]=O)[CH3:31].C([BH3-])#N.[Na+].C(N(C(C)C)C(C)C)C, predict the reaction product. The product is: [CH2:30]([O:32][C:33]1[CH:34]=[C:35]([CH:38]=[C:39]([O:46][CH2:47][CH3:48])[C:40]=1[N:41]1[CH:45]=[CH:44][CH:43]=[CH:42]1)[CH2:36][N:8]1[CH2:13][CH2:12][CH:11]([NH:14][C:15]2[O:16][C:17]3[C:23]([O:24][CH2:25][CH:26]([OH:29])[CH2:27][OH:28])=[CH:22][CH:21]=[CH:20][C:18]=3[N:19]=2)[CH2:10][CH2:9]1)[CH3:31]. (5) Given the reactants C([N@+]1([O-])C[C@H](O)CC[C@H]1C)C1C=CC=CC=1.C(N(CC)CC)C.[CH3:24][C@H:25]1[NH:30][CH2:29][C@H:28]([OH:31])[CH2:27][CH2:26]1.[C:32](O[C:32]([O:34][C:35]([CH3:38])([CH3:37])[CH3:36])=[O:33])([O:34][C:35]([CH3:38])([CH3:37])[CH3:36])=[O:33], predict the reaction product. The product is: [OH:31][C@H:28]1[CH2:29][N:30]([C:32]([O:34][C:35]([CH3:38])([CH3:37])[CH3:36])=[O:33])[C@H:25]([CH3:24])[CH2:26][CH2:27]1. (6) Given the reactants [Cl:1][C:2]1[N:7]=[C:6](Cl)[C:5]([C:9]([O:11][CH3:12])=[O:10])=[C:4]([CH3:13])[N:3]=1.[NH2:14][C:15]1[CH:20]=[CH:19][CH:18]=[C:17]([CH3:21])[CH:16]=1.C(N(C(C)C)C(C)C)C, predict the reaction product. The product is: [Cl:1][C:2]1[N:3]=[C:4]([CH3:13])[C:5]([C:9]([O:11][CH3:12])=[O:10])=[C:6]([NH:14][C:15]2[CH:16]=[C:17]([CH3:21])[CH:18]=[CH:19][CH:20]=2)[N:7]=1. (7) Given the reactants [F:1][C:2]1[CH:3]=[CH:4][C:5]([NH:8][NH:9][C:10]([N:12]2[C@H:17]([CH3:18])[CH2:16][CH2:15][CH2:14][C@@H:13]2[CH3:19])=O)=[N:6][CH:7]=1.N1C=CC=CC=1.O=P(Cl)(Cl)Cl.C([O-])(O)=O.[Na+].C, predict the reaction product. The product is: [CH3:19][C@H:13]1[CH2:14][CH2:15][CH2:16][C@@H:17]([CH3:18])[N:12]1[C:10]1[N:6]2[CH:7]=[C:2]([F:1])[CH:3]=[CH:4][C:5]2=[N:8][N:9]=1. (8) Given the reactants [O:1]([C:8]1[CH:18]=[CH:17][C:11]([O:12][CH2:13][C@@H:14]([OH:16])[CH3:15])=[CH:10][CH:9]=1)[C:2]1[CH:7]=[CH:6][CH:5]=[CH:4][CH:3]=1.Cl[C:20]1[CH:25]=[CH:24][CH:23]=[CH:22][N:21]=1, predict the reaction product. The product is: [CH3:15][C@H:14]([O:16][C:20]1[CH:25]=[CH:24][CH:23]=[CH:22][N:21]=1)[CH2:13][O:12][C:11]1[CH:17]=[CH:18][C:8]([O:1][C:2]2[CH:3]=[CH:4][CH:5]=[CH:6][CH:7]=2)=[CH:9][CH:10]=1.